Dataset: Forward reaction prediction with 1.9M reactions from USPTO patents (1976-2016). Task: Predict the product of the given reaction. (1) Given the reactants [F:1][C:2]1[CH:3]=[CH:4][C:5]([C:8](OCC)=[O:9])=[N:6][CH:7]=1.[Li+].[BH4-], predict the reaction product. The product is: [F:1][C:2]1[CH:3]=[CH:4][C:5]([CH2:8][OH:9])=[N:6][CH:7]=1. (2) The product is: [NH2:30][C:23]1[N:9]([C:10]2[CH:11]=[C:12]([CH:15]=[CH:16][CH:17]=2)[C:13]#[N:14])[N:8]=[C:7]([CH:1]([CH3:2])[CH3:6])[CH:18]=1. Given the reactants [C:1]1([C:7]([C:18]2[CH:23]=CC=CC=2)=[N:8][NH:9][C:10]2[CH:11]=[C:12]([CH:15]=[CH:16][CH:17]=2)[C:13]#[N:14])[CH:6]=CC=C[CH:2]=1.Cl.CC(C)C(=O)CC#[N:30], predict the reaction product.